Dataset: Full USPTO retrosynthesis dataset with 1.9M reactions from patents (1976-2016). Task: Predict the reactants needed to synthesize the given product. Given the product [CH3:83][N:82]1[C:73]2[C:72]3[N:71]=[C:70]([NH:47][C:48]4[CH:63]=[CH:62][C:51]([C:52](=[O:53])[NH:54][CH:55]5[CH2:60][CH2:59][N:96]([CH3:95])[CH2:46][CH2:41]5)=[CH:50][C:49]=4[O:64][C:65]([F:66])([F:67])[F:68])[N:79]=[CH:78][C:77]=3[CH2:76][CH2:75][C:74]=2[C:80]([C:84]([O:86][CH2:87][CH3:88])=[O:85])=[N:81]1, predict the reactants needed to synthesize it. The reactants are: C1C=CC(P(C2C=CC3C(=CC=CC=3)C=2C2C3C(=CC=CC=3)C=CC=2P([C:41]2[CH:46]=CC=CC=2)C2C=CC=CC=2)C2C=CC=CC=2)=CC=1.[NH2:47][C:48]1[CH:63]=[CH:62][C:51]([C:52]([NH:54][CH:55]2[CH2:60][CH2:59]CCN2C)=[O:53])=[CH:50][C:49]=1[O:64][C:65]([F:68])([F:67])[F:66].I[C:70]1[N:79]=[CH:78][C:77]2[CH2:76][CH2:75][C:74]3[C:80]([C:84]([O:86][CH2:87][CH3:88])=[O:85])=[N:81][N:82]([CH3:83])[C:73]=3[C:72]=2[N:71]=1.C(=O)([O-])[O-].[K+].[K+].[CH3:95][N:96](C)C=O.